Dataset: Experimentally validated miRNA-target interactions with 360,000+ pairs, plus equal number of negative samples. Task: Binary Classification. Given a miRNA mature sequence and a target amino acid sequence, predict their likelihood of interaction. (1) The miRNA is cel-miR-80-3p with sequence UGAGAUCAUUAGUUGAAAGCCGA. The protein sequence of the target gene is MAGSYPEGAPAVLADKRQQFGSRFLRDPARVFHHNAWDNVEWSEEQAAAAERKVQENSIQRVCQEKQVDYEINAHKYWNDFYKIHENGFFKDRHWLFTEFPELAPSQNQNHLKDWFLENKSEVPECRNNEDGPGLIMEEQHKCSSKSLEHKTQTLPVEENVTQKISDLEICADEFPGSSATYRILEVGCGVGNTVFPILQTNNDPGLFVYCCDFSSTAIELVQTNSEYDPSRCFAFVHDLCDEEKSYPVPKGSLDIIILIFVLSAIVPDKMQKAINRLSRLLKPGGMMLLRDYGRYDMAQ.... Result: 0 (no interaction). (2) The miRNA is rno-miR-206-3p with sequence UGGAAUGUAAGGAAGUGUGUGG. The protein sequence of the target gene is MSSDSDRQCPVDGDIDQQEMIPSKKNAVLVDGVVLNGPTTDAKAGEKFVEEACRLIMEEVVLKATDVNEKVCEWRPPEQLKQLLDLEMRDSGEPPHKLLELCRDVIHYSVKTNHPRFFNQLYAGLDYYSLVARFMTEALNPSVYTYEVSPVFLLVEEAVLKKMIEFIGWKEGDGIFNPGGSVSNMYAMNLARYKYCPDIKEKGLSGSPRLILFTSAECHYSMKKAASFLGIGTENVCFVETDGRGKMIPEELEKQVWQARKEGAAPFLVCATSGTTVLGAFDPLDEIADICERHSLWLHV.... Result: 0 (no interaction). (3) The miRNA is hsa-miR-4527 with sequence UGGUCUGCAAAGAGAUGACUGU. The protein sequence of the target gene is MSGEVRLRQLEQFILDGPAQTNGQCFSVETLLDILICLYDECNNSPLRREKNILEYLEWAKPFTSKVKQMRLHREDFEILKVIGRGAFGEVAVVKLKNADKVFAMKILNKWEMLKRAETACFREERDVLVNGDSKWITTLHYAFQDDNNLYLVMDYYVGGDLLTLLSKFEDRLPEEMARFYLAEMVIAIDSVHQLHYVHRDIKPDNILMDMNGHIRLADFGSCLKLMEDGTVQSSVAVGTPDYISPEILQAMEDGKGRYGPECDWWSLGVCMYEMLYGETPFYAESLVETYGKIMNHKER.... Result: 0 (no interaction). (4) The miRNA is hsa-miR-6884-5p with sequence AGAGGCUGAGAAGGUGAUGUUG. The protein sequence of the target gene is MAPFGRNLLKTRHKNRSPTKDMDSEEKEIVVWVCQEEKLVCGLTKRTTSADVIQALLEEHEATFGEKRFLLGKPSDYCIIEKWRGSERVLPPLTRILKLWKAWGDEQPNMQFVLVKADAFLPVPLWRTAEAKLVQNTEKLWELSPANYMKTLPPDKQKRIVRKTFRKLAKIKQDTVSHDRDNMETLVHLIISQDHTIHQQVKRMKELDLEIEKCEAKFHLDRVENDGENYVQDAYLMPSFSEVEQNLDLQYEENQTLEDLSESDGIEQLEERLKYYRILIDKLSAEIEKEVKSVCIDINE.... Result: 1 (interaction). (5) The miRNA is mmu-miR-3073a-3p with sequence UUGAUGUCCACUGUGACCAUAG. The protein sequence of the target gene is MTPIVTVLICLRLSLGPRTHVQAGTLPKPTLWAEPGSVITQGSPVTLWCQGILETQEYRLYREKKTAPWITRIPQEIVKKGQFPIPSITWEHTGRYRCFYGSHTAGWSEPSDPLELVVTGAYIKPTLSALPSPVVTSGGNVTLHCVSQVAFGSFILCKEGEDEHPQCLNSQPRTHGWSRAIFSVGPVSPSRRWSYRCYAYDSNSPHVWSLPSDLLELLVLGVSKKPSLSVQPGPIVAPGESLTLQCVSDVSYDRFVLYKEGERDFLQLPGPQPQAGLSQANFTLGPVSRSYGGQYRCSGA.... Result: 0 (no interaction). (6) The miRNA is hsa-miR-3163 with sequence UAUAAAAUGAGGGCAGUAAGAC. The protein sequence of the target gene is MRCFFRWTKSFVTAPWSLIFILFTIQYEYGSGKKYGGPCGGRNCSVCQCFPEKGSRGHPGPLGPQGPIGPLGPLGPIGIPGEKGERGDSGSPGPPGEKGDKGPTGVPGFPGVDGVPGHPGPPGPRGKPGVDGYNGSRGDPGYPGERGAPGPGGPPGQPGENGEKGRSVYITGGVKGIQGDRGDPGPPGLPGSRGAQGSPGPMGHAGAPGLAGPIGHPGSPGLKGNPATGLKGQRGEPGEVGQRGPPGPTLLVQPPDLSIYKGEKGVKGMPGMIGPPGPPGRKGAPGVGIKGEKGIPGFPG.... Result: 0 (no interaction). (7) The miRNA is hsa-miR-128-3p with sequence UCACAGUGAACCGGUCUCUUU. The protein sequence of the target gene is MASGLVRLLQQGHRCLLAPVAPKLVPPVRGVKKGFRAAFRFQKELERQRLLRCPPPPVRRSEKPNWDYHAEIQAFGHRLQENFSLDLLKTAFVNSCYIKSEEAKRQQLGIEKEAVLLNLKSNQELSEQGTSFSQTCLTQFLEDEYPDMPTEGIKNLVDFLTGEEVVCHVARNLAVEQLTLSEEFPVPPAVLQQTFFAVIGALLQSSGPERTALFIRDFLITQMTGKELFEMWKIINPMGLLVEELKKRNVSAPESRLTRQSGGTTALPLYFVGLYCDKKLIAEGPGETVLVAEEEAARVA.... Result: 1 (interaction). (8) The miRNA is hsa-miR-216a-5p with sequence UAAUCUCAGCUGGCAACUGUGA. The protein sequence of the target gene is MEFLPGPQHPPGPPTMDLEEPKGPEVPSENHPSNTQSALGPGGPVTLSEMELDTSSVQELVQQLEALPSDLGGPFPDGAPCPLHIATGQGLATQENPDAGGLLSAEAGGDDLLGLLRDEASSPAQSVPQDPAQTAPRLLQPPEDPDGDPGWMEGASAEPADSRSSSSSPEPWLETAPLVTQQEPPVGTQSRETLASCPAVTEVPGPCGPEELMDGVIFGAKYLGSTQLLSERSPAPSTRMGQAQEAMDRVKAPEGETQPMVEVDIFISTKRVKVLAADSQDALMDHALQTISYIADIGPV.... Result: 0 (no interaction). (9) The miRNA is hsa-miR-3138 with sequence UGUGGACAGUGAGGUAGAGGGAGU. The protein sequence of the target gene is MAAAANSGSSLPLFDCPTWAGKPPPGLHLDVVKGDKLIEKLIIDEKKYYLFGRNPDLCDFTIDHQSCSRVHAALVYHKHLKRVFLIDLNSTHGTFLGHIRLEPHKPQQIPIDSTVSFGASTRAYTLREKPQTLPSAVKGDEKMGGEDDELKGLLGLPEEETELDNLTEFNTAHNKRISTLTIEEGNLDIQRPKRKRKNSRVTFSEDDEIINPEDVDPSVGRFRNMVQTAVVPVKKKRVEGPGSLGLEESGSRRMQNFAFSGGLYGGLPPTHSEAGSQPHGIHGTALIGGLPMPYPNLAPD.... Result: 0 (no interaction).